From a dataset of Reaction yield outcomes from USPTO patents with 853,638 reactions. Predict the reaction yield, written as a fraction of the theoretical maximum amount of product (1.0 means a 100% yield; for example, 0.34 means a 34% yield). (1) The reactants are [CH3:1][C:2]1[S:3][C:4]([C:10]2[CH:15]=[CH:14][CH:13]=[CH:12][CH:11]=2)=[C:5]([C:7]([OH:9])=O)[N:6]=1.C(Cl)(=O)C(Cl)=O.CN(C=O)C.[Cl:27][C:28]1[N:32]2[CH:33]=[C:34]([F:37])[CH:35]=[CH:36][C:31]2=[N:30][C:29]=1[CH2:38][C@@H:39]1[CH2:44][CH2:43][CH2:42][CH2:41][NH:40]1. The catalyst is C(Cl)Cl.C([O-])(O)=O.[Na+].O. The product is [Cl:27][C:28]1[N:32]2[CH:33]=[C:34]([F:37])[CH:35]=[CH:36][C:31]2=[N:30][C:29]=1[CH2:38][C@@H:39]1[CH2:44][CH2:43][CH2:42][CH2:41][N:40]1[C:7]([C:5]1[N:6]=[C:2]([CH3:1])[S:3][C:4]=1[C:10]1[CH:15]=[CH:14][CH:13]=[CH:12][CH:11]=1)=[O:9]. The yield is 0.570. (2) The reactants are CC([O-])(C)C.[K+].CC1C=CC(S([CH2:17][N+:18]#[C-])(=O)=O)=CC=1.[CH2:20]([O:27][C:28]1[CH:35]=[CH:34][C:31]([CH:32]=O)=[CH:30][C:29]=1[Cl:36])[C:21]1[CH:26]=[CH:25][CH:24]=[CH:23][CH:22]=1.CO. The catalyst is C1COCC1.O. The product is [CH2:20]([O:27][C:28]1[CH:35]=[CH:34][C:31]([CH2:32][C:17]#[N:18])=[CH:30][C:29]=1[Cl:36])[C:21]1[CH:26]=[CH:25][CH:24]=[CH:23][CH:22]=1. The yield is 0.340. (3) The reactants are [F:1][C:2]1[CH:7]=[CH:6][CH:5]=[C:4]([F:8])[C:3]=1[C:9]1[NH:13][CH:12]=[C:11]([CH:14]=[O:15])[CH:10]=1.[H-].[Na+].C1OCCOCCOCCOCCOC1.Cl.[N:34]1[CH:39]=[CH:38][CH:37]=[C:36]([S:40](Cl)(=[O:42])=[O:41])[CH:35]=1. The catalyst is O1CCCC1.[Cl-].[Na+].O. The product is [F:1][C:2]1[CH:7]=[CH:6][CH:5]=[C:4]([F:8])[C:3]=1[C:9]1[N:13]([S:40]([C:36]2[CH:35]=[N:34][CH:39]=[CH:38][CH:37]=2)(=[O:42])=[O:41])[CH:12]=[C:11]([CH:14]=[O:15])[CH:10]=1. The yield is 0.840. (4) The reactants are C([O:3][C:4]([C:6]1[CH:15]=[N:14][C:13]2[N:12]([CH2:16][C:17]3[CH:22]=[CH:21][C:20]([O:23][CH3:24])=[CH:19][CH:18]=3)[C:11](=[O:25])[N:10]3[N:26]=[CH:27][N:28]=[C:9]3[C:8]=2[CH:7]=1)=[CH2:5])C.Cl.[OH-].[Na+]. The catalyst is O1CCOCC1. The product is [C:4]([C:6]1[CH:15]=[N:14][C:13]2[N:12]([CH2:16][C:17]3[CH:18]=[CH:19][C:20]([O:23][CH3:24])=[CH:21][CH:22]=3)[C:11](=[O:25])[N:10]3[N:26]=[CH:27][N:28]=[C:9]3[C:8]=2[CH:7]=1)(=[O:3])[CH3:5]. The yield is 0.900. (5) The reactants are C([NH:5][S:6]([C:9]1[CH:14]=[CH:13][CH:12]=[C:11]([C:15]2[CH:20]=[C:19]([C:21]3[N:26]=[C:25]([C:27]4[CH:32]=[CH:31][C:30]([Cl:33])=[CH:29][CH:28]=4)[CH:24]=[C:23]([C:34]([F:37])([F:36])[F:35])[N:22]=3)[CH:18]=[CH:17][N:16]=2)[CH:10]=1)(=[O:8])=[O:7])(C)(C)C.C(O)(C(F)(F)F)=O. The catalyst is ClCCl. The product is [Cl:33][C:30]1[CH:29]=[CH:28][C:27]([C:25]2[CH:24]=[C:23]([C:34]([F:36])([F:37])[F:35])[N:22]=[C:21]([C:19]3[CH:18]=[CH:17][N:16]=[C:15]([C:11]4[CH:10]=[C:9]([S:6]([NH2:5])(=[O:8])=[O:7])[CH:14]=[CH:13][CH:12]=4)[CH:20]=3)[N:26]=2)=[CH:32][CH:31]=1. The yield is 0.630.